This data is from Catalyst prediction with 721,799 reactions and 888 catalyst types from USPTO. The task is: Predict which catalyst facilitates the given reaction. Reactant: [Cl:1][C:2]1[N:9]=[C:8](Cl)[C:7]([Cl:11])=[CH:6][C:3]=1[C:4]#[N:5].[CH3:12][C:13]1[NH:17][N:16]=[C:15]([NH2:18])[CH:14]=1.CCN(C(C)C)C(C)C. Product: [Cl:1][C:2]1[N:9]=[C:8]([NH:18][C:15]2[CH:14]=[C:13]([CH3:12])[NH:17][N:16]=2)[C:7]([Cl:11])=[CH:6][C:3]=1[C:4]#[N:5]. The catalyst class is: 14.